Task: Predict the reactants needed to synthesize the given product.. Dataset: Full USPTO retrosynthesis dataset with 1.9M reactions from patents (1976-2016) (1) Given the product [Cl:35][C:29]1[CH:28]=[C:27]([NH:26][C:24](=[O:25])[CH2:23][CH:22]([CH:36]([CH3:37])[CH3:38])[CH2:21][NH:20][C:13]([C:9]2[CH:8]=[C:7]3[C:12](=[CH:11][CH:10]=2)[N:3]([CH2:1][CH3:2])[C:4](=[O:19])[N:5]([CH2:17][CH3:18])[C:6]3=[O:16])=[O:15])[CH:32]=[CH:31][C:30]=1[C:33]#[N:34], predict the reactants needed to synthesize it. The reactants are: [CH2:1]([N:3]1[C:12]2[C:7](=[CH:8][C:9]([C:13]([OH:15])=O)=[CH:10][CH:11]=2)[C:6](=[O:16])[N:5]([CH2:17][CH3:18])[C:4]1=[O:19])[CH3:2].[NH2:20][CH2:21][CH:22]([CH:36]([CH3:38])[CH3:37])[CH2:23][C:24]([NH:26][C:27]1[CH:32]=[CH:31][C:30]([C:33]#[N:34])=[C:29]([Cl:35])[CH:28]=1)=[O:25].CN(C(ON1N=NC2C=CC=NC1=2)=[N+](C)C)C.F[P-](F)(F)(F)(F)F. (2) The reactants are: [O:1]=[C:2]1[CH2:10][C:9]2[C:4](=[CH:5][C:6]([C:11]([C:13]3[CH:18]=[CH:17][C:16]([NH:19][C:20](=[O:22])[CH3:21])=[CH:15][CH:14]=3)=[O:12])=[CH:7][CH:8]=2)[NH:3]1.[CH:23](OCC)=[O:24].[O-]CC.[Na+].Cl. Given the product [OH:24][CH:23]=[C:10]1[C:9]2[C:4](=[CH:5][C:6]([C:11]([C:13]3[CH:18]=[CH:17][C:16]([NH:19][C:20](=[O:22])[CH3:21])=[CH:15][CH:14]=3)=[O:12])=[CH:7][CH:8]=2)[NH:3][C:2]1=[O:1], predict the reactants needed to synthesize it. (3) Given the product [Cl:1][C:2]1[CH:7]=[CH:6][CH:5]=[CH:4][C:3]=1[N:8]1[C:13](=[O:14])[C:12]2[S:15][CH:16]=[CH:17][C:11]=2[N:10]=[C:9]1[CH:18]=[CH:21][N:22]([CH3:24])[CH3:23], predict the reactants needed to synthesize it. The reactants are: [Cl:1][C:2]1[CH:7]=[CH:6][CH:5]=[CH:4][C:3]=1[N:8]1[C:13](=[O:14])[C:12]2[S:15][CH:16]=[CH:17][C:11]=2[N:10]=[C:9]1[CH3:18].CO[CH:21](OC)[N:22]([CH3:24])[CH3:23]. (4) Given the product [CH3:26][O:25][C:21]1[CH:20]=[C:18]([NH:19][C:11]([C:8]2[C:6]3[N:7]=[C:2]([Cl:1])[N:3]=[CH:4][C:5]=3[S:10][CH:9]=2)=[O:13])[CH:17]=[C:16]([O:15][CH3:14])[C:22]=1[O:23][CH3:24], predict the reactants needed to synthesize it. The reactants are: [Cl:1][C:2]1[N:3]=[CH:4][C:5]2[S:10][CH:9]=[C:8]([C:11]([OH:13])=O)[C:6]=2[N:7]=1.[CH3:14][O:15][C:16]1[CH:17]=[C:18]([CH:20]=[C:21]([O:25][CH3:26])[C:22]=1[O:23][CH3:24])[NH2:19].C(N(CC)C(C)C)(C)C.C1CN(C(ON2N=NC3C2=CC=CC=3)=[N+]2CCCC2)CC1.F[P-](F)(F)(F)(F)F. (5) Given the product [CH3:1][O:2][C:3]1[CH:8]=[CH:7][C:6]([S:9][CH2:23][C:24]([O:26][CH2:27][CH3:28])=[O:25])=[CH:5][CH:4]=1, predict the reactants needed to synthesize it. The reactants are: [CH3:1][O:2][C:3]1[CH:8]=[CH:7][C:6]([SH:9])=[CH:5][CH:4]=1.C(N(CC)CC)C.O1CCCC1.Br[CH2:23][C:24]([O:26][CH2:27][CH3:28])=[O:25]. (6) Given the product [CH:21]1([CH2:24][C:25]([NH:27][C:11]([C:8]2[CH:7]=[C:6]([O:14][C@@H:15]([CH3:20])[C:16]([F:19])([F:18])[F:17])[C:5]([CH:1]3[CH2:2][CH2:3][CH2:4]3)=[CH:10][N:9]=2)=[O:13])([CH3:26])[C:28]2[N:32]=[C:31]([CH3:33])[O:30][N:29]=2)[CH2:23][CH2:22]1, predict the reactants needed to synthesize it. The reactants are: [CH:1]1([C:5]2[C:6]([O:14][C@@H:15]([CH3:20])[C:16]([F:19])([F:18])[F:17])=[CH:7][C:8]([C:11]([OH:13])=O)=[N:9][CH:10]=2)[CH2:4][CH2:3][CH2:2]1.[CH:21]1([CH2:24][C:25]([C:28]2[N:32]=[C:31]([CH3:33])[O:30][N:29]=2)([NH2:27])[CH3:26])[CH2:23][CH2:22]1. (7) The reactants are: [N+:1]([C:4]1[CH:9]=[CH:8][C:7]([C:10]2[CH:11]=[N+:12]([O-])[CH:13]=[CH:14][CH:15]=2)=[CH:6][CH:5]=1)([O-:3])=[O:2].C(OC(=O)C)(=[O:19])C. Given the product [N+:1]([C:4]1[CH:9]=[CH:8][C:7]([C:10]2[C:11](=[O:19])[NH:12][CH:13]=[CH:14][CH:15]=2)=[CH:6][CH:5]=1)([O-:3])=[O:2], predict the reactants needed to synthesize it.